The task is: Predict which catalyst facilitates the given reaction.. This data is from Catalyst prediction with 721,799 reactions and 888 catalyst types from USPTO. (1) Reactant: [CH3:1][O:2][C:3]([C:5]1[CH2:9][C@@H:8]([CH3:10])[CH2:7][C:6]=1OS(C(F)(F)F)(=O)=O)=[O:4].[CH3:19][O:20][CH2:21][O:22][C:23]1[CH:28]=[CH:27][C:26]([O:29][CH2:30][O:31][CH3:32])=[CH:25][C:24]=1B(O)O.[Li+].[Cl-].C([O-])([O-])=O.[Na+].[Na+]. Product: [CH3:1][O:2][C:3]([C:5]1[CH2:9][C@@H:8]([CH3:10])[CH2:7][C:6]=1[C:25]1[CH:24]=[C:23]([O:22][CH2:21][O:20][CH3:19])[CH:28]=[CH:27][C:26]=1[O:29][CH2:30][O:31][CH3:32])=[O:4]. The catalyst class is: 104. (2) Reactant: [CH:1]1([C:4]2[CH:5]=[C:6]([CH:18]=[C:19]([CH:21]=[C:22]3[CH2:27][CH2:26][NH:25][CH2:24][CH2:23]3)[CH:20]=2)[O:7][C:8]2[CH:13]=[CH:12][C:11]([C:14]([F:17])([F:16])[F:15])=[CH:10][N:9]=2)[CH2:3][CH2:2]1.[N:28]1[CH:33]=[CH:32][CH:31]=[C:30]([NH:34][C:35](=[O:43])OC2C=CC=CC=2)C=1.C([N:46](CC)CC)C. Product: [CH:1]1([C:4]2[CH:20]=[C:19]([CH:18]=[C:6]([O:7][C:8]3[CH:13]=[CH:12][C:11]([C:14]([F:17])([F:15])[F:16])=[CH:10][N:9]=3)[CH:5]=2)[CH:21]=[C:22]2[CH2:23][CH2:24][N:25]([C:35]([NH:34][C:30]3[N:46]=[N:28][CH:33]=[CH:32][CH:31]=3)=[O:43])[CH2:26][CH2:27]2)[CH2:2][CH2:3]1. The catalyst class is: 58. (3) Product: [NH2:22][C:2]1[C:11]2[C:6](=[CH:7][CH:8]=[CH:9][CH:10]=2)[NH:5][C:4](=[O:12])[C:3]=1[C:13]#[N:14]. The catalyst class is: 3. Reactant: Cl[C:2]1[C:11]2[C:6](=[CH:7][CH:8]=[CH:9][CH:10]=2)[NH:5][C:4](=[O:12])[C:3]=1[C:13]#[N:14].COC1C=CC(C[NH2:22])=CC=1. (4) Reactant: BrC1C=C(Cl)N2C=C(C([O-])=O)N=C2C=1.[Br:15][C:16]1[CH:21]=[C:20](Cl)[N:19]2[CH:23]=[C:24]([C:26]([O:28][CH2:29][CH3:30])=[O:27])[N:25]=[C:18]2[CH:17]=1.[NH:31]1[CH:35]=[CH:34][CH:33]=[N:32]1.C(=O)([O-])[O-].[Cs+].[Cs+].[NH4+].[Cl-]. Product: [Br:15][C:16]1[CH:21]=[C:20]([N:31]2[CH:35]=[CH:34][CH:33]=[N:32]2)[N:19]2[CH:23]=[C:24]([C:26]([O:28][CH2:29][CH3:30])=[O:27])[N:25]=[C:18]2[CH:17]=1. The catalyst class is: 18. (5) Reactant: Cl.CC(OC([N:9]1[CH2:14][CH2:13][CH:12]([C:15]2[N:16]=[CH:17][C:18]([C:21]([O:23][CH3:24])=[O:22])=[N:19][CH:20]=2)[CH2:11][CH2:10]1)=O)(C)C. Product: [NH:9]1[CH2:14][CH2:13][CH:12]([C:15]2[N:16]=[CH:17][C:18]([C:21]([O:23][CH3:24])=[O:22])=[N:19][CH:20]=2)[CH2:11][CH2:10]1. The catalyst class is: 5. (6) Reactant: [F:1][C:2]([F:13])([F:12])[O:3][C:4]1[CH:11]=[CH:10][C:7]([CH2:8][NH2:9])=[CH:6][CH:5]=1.Cl.FC(F)(F)OC1C=CC(CN)=CC=1.[CH:28]1[N:33]=[C:32](Cl)[C:31]2[N:35]=[CH:36][N:37]([C@@H:38]3[O:42][C@H:41]([CH2:43][OH:44])[C@@H:40]([OH:45])[C@H:39]3[OH:46])[C:30]=2[N:29]=1.C(N(CC)CC)C. Product: [F:1][C:2]([F:12])([F:13])[O:3][C:4]1[CH:11]=[CH:10][C:7]([CH2:8][NH:9][C:32]2[C:31]3[N:35]=[CH:36][N:37]([C:30]=3[N:29]=[CH:28][N:33]=2)[C@@H:38]2[O:42][C@H:41]([CH2:43][OH:44])[C@@H:40]([OH:45])[C@H:39]2[OH:46])=[CH:6][CH:5]=1. The catalyst class is: 259. (7) Reactant: O=[C:2]([C:33]1[CH:38]=[CH:37][CH:36]=[CH:35][CH:34]=1)[CH2:3][NH:4][C:5](=O)[CH2:6][C@H:7]1[N:14]([S:15]([C:18]2[CH:19]=[CH:20][CH:21]=[C:22]3[C:27]=2[N:26]=[CH:25][CH:24]=[CH:23]3)(=[O:17])=[O:16])[CH2:13][C:12]2[CH:28]=[CH:29][CH:30]=[CH:31][C:11]=2[CH2:10][O:9][CH2:8]1.C([O-])(C)=O.[NH4+].C[N:45](C=O)C. Product: [C:33]1([C:2]2[N:45]=[C:5]([CH2:6][C@H:7]3[N:14]([S:15]([C:18]4[CH:19]=[CH:20][CH:21]=[C:22]5[C:27]=4[N:26]=[CH:25][CH:24]=[CH:23]5)(=[O:16])=[O:17])[CH2:13][C:12]4[CH:28]=[CH:29][CH:30]=[CH:31][C:11]=4[CH2:10][O:9][CH2:8]3)[NH:4][CH:3]=2)[CH:38]=[CH:37][CH:36]=[CH:35][CH:34]=1. The catalyst class is: 6. (8) Reactant: [H-].[Na+].[F:3][CH:4]([F:7])[CH2:5][OH:6].F[C:9]1[CH:14]=[CH:13][C:12]([N+:15]([O-:17])=[O:16])=[CH:11][CH:10]=1. Product: [F:3][CH:4]([F:7])[CH2:5][O:6][C:9]1[CH:14]=[CH:13][C:12]([N+:15]([O-:17])=[O:16])=[CH:11][CH:10]=1. The catalyst class is: 9. (9) Reactant: [CH2:1]([C:8]1[NH:9][C:10](=O)[C:11]2[CH2:17][CH2:16][N:15]([C:18]([O:20][CH2:21][C:22]3[CH:27]=[CH:26][CH:25]=[CH:24][CH:23]=3)=[O:19])[CH2:14][CH2:13][C:12]=2[N:28]=1)[C:2]1[CH:7]=[CH:6][CH:5]=[CH:4][CH:3]=1.CN(C)C1C=CC=CC=1.O=P(Cl)(Cl)[Cl:41]. Product: [CH2:1]([C:8]1[N:9]=[C:10]([Cl:41])[C:11]2[CH2:17][CH2:16][N:15]([C:18]([O:20][CH2:21][C:22]3[CH:27]=[CH:26][CH:25]=[CH:24][CH:23]=3)=[O:19])[CH2:14][CH2:13][C:12]=2[N:28]=1)[C:2]1[CH:7]=[CH:6][CH:5]=[CH:4][CH:3]=1. The catalyst class is: 10. (10) Reactant: Br[C:2]1[CH:3]=[CH:4][C:5]([N:15]([CH3:17])[CH3:16])=[C:6]([CH:14]=1)[C:7]([N:9]([CH2:12][CH3:13])[CH2:10][CH3:11])=[O:8].[C:18]1(B(O)O)[CH:23]=[CH:22][CH:21]=[CH:20][CH:19]=1.C([O-])([O-])=O.[Na+].[Na+]. Product: [CH3:16][N:15]([CH3:17])[C:5]1[CH:4]=[CH:3][C:2]([C:18]2[CH:23]=[CH:22][CH:21]=[CH:20][CH:19]=2)=[CH:14][C:6]=1[C:7]([N:9]([CH2:12][CH3:13])[CH2:10][CH3:11])=[O:8]. The catalyst class is: 206.